This data is from Full USPTO retrosynthesis dataset with 1.9M reactions from patents (1976-2016). The task is: Predict the reactants needed to synthesize the given product. (1) The reactants are: [CH3:1][C:2]1[NH:7][C:6]([CH3:8])=[C:5]([C:9]([O:11][C:12]([CH2:15][N:16]([CH2:18][CH2:19][CH:20]([C:27]2[CH:28]=[CH:29][CH:30]=[CH:31][CH:32]=2)[C:21]2[CH:22]=[CH:23][CH:24]=[CH:25][CH:26]=2)[CH3:17])([CH3:14])[CH3:13])=[O:10])[CH:4]([C:33]2[CH:34]=[CH:35][CH:36]=[C:37]([N+:39]([O-:41])=[O:40])[CH:38]=2)[C:3]=1[C:42]([O:44][CH3:45])=[O:43].[ClH:46]. Given the product [CH3:1][C:2]1[NH:7][C:6]([CH3:8])=[C:5]([C:9]([O:11][C:12]([CH2:15][N:16]([CH2:18][CH2:19][CH:20]([C:21]2[CH:22]=[CH:23][CH:24]=[CH:25][CH:26]=2)[C:27]2[CH:28]=[CH:29][CH:30]=[CH:31][CH:32]=2)[CH3:17])([CH3:13])[CH3:14])=[O:10])[CH:4]([C:33]2[CH:34]=[CH:35][CH:36]=[C:37]([N+:39]([O-:41])=[O:40])[CH:38]=2)[C:3]=1[C:42]([O:44][CH3:45])=[O:43].[ClH:46], predict the reactants needed to synthesize it. (2) The reactants are: [F:1][C:2]1[C:3]([O:23]C)=[CH:4][C:5]([CH2:18][C:19]([F:22])([F:21])[F:20])=[C:6]([C:8]2[N:13]=[CH:12][C:11]3[C:14]([I:17])=[N:15][NH:16][C:10]=3[CH:9]=2)[CH:7]=1.B(Br)(Br)Br. Given the product [F:1][C:2]1[CH:7]=[C:6]([C:8]2[N:13]=[CH:12][C:11]3[C:14]([I:17])=[N:15][NH:16][C:10]=3[CH:9]=2)[C:5]([CH2:18][C:19]([F:21])([F:20])[F:22])=[CH:4][C:3]=1[OH:23], predict the reactants needed to synthesize it. (3) Given the product [F:1][C:2]1[CH:7]=[CH:6][CH:5]=[C:4]([F:8])[C:3]=1[NH:9][C:10]([C:12]1[CH:16]=[CH:15][N:14]([CH2:18][C:19]2[CH:24]=[CH:23][CH:22]=[CH:21][C:20]=2[I:25])[N:13]=1)=[O:11], predict the reactants needed to synthesize it. The reactants are: [F:1][C:2]1[CH:7]=[CH:6][CH:5]=[C:4]([F:8])[C:3]=1[NH:9][C:10]([C:12]1[CH:16]=[CH:15][NH:14][N:13]=1)=[O:11].Br[CH2:18][C:19]1[CH:24]=[CH:23][CH:22]=[CH:21][C:20]=1[I:25].C(=O)([O-])[O-].[K+].[K+].CN(C=O)C. (4) Given the product [NH2:1][C:2]1[C:3]2[N:10]([C:11]3[CH:16]=[CH:15][C:14]([N:17]([C:33]4[CH:38]=[CH:37][CH:36]=[CH:35][CH:34]=4)[C:59]([NH2:58])=[O:60])=[C:13]([O:18][CH3:19])[CH:12]=3)[N:9]=[C:8]([CH:20]3[CH2:21][CH2:22][NH:23][CH2:24][CH2:25]3)[C:4]=2[N:5]=[CH:6][N:7]=1, predict the reactants needed to synthesize it. The reactants are: [NH2:1][C:2]1[C:3]2[N:10]([C:11]3[CH:16]=[CH:15][C:14]([NH2:17])=[C:13]([O:18][CH3:19])[CH:12]=3)[N:9]=[C:8]([CH:20]3[CH2:25][CH2:24][N:23](C(OC(C)(C)C)=O)[CH2:22][CH2:21]3)[C:4]=2[N:5]=[CH:6][N:7]=1.[C:33]1(N=C=O)[CH:38]=[CH:37][CH:36]=[CH:35][CH:34]=1.NC1C2N(C3C=CC([NH:58][C:59](C4N(C)C5C(C=4)=CC=CC=5)=[O:60])=C(OC)C=3)N=C(C3CCNCC3)C=2N=CN=1.CO[C@@H]1[C@@H](C(OC)=O)[C@@H]2[C@@H](CN3[C@H](C2)C2NC4C=C(OC)C=CC=4C=2CC3)C[C@H]1OC(C1C=C(OC)C(OC)=C(OC)C=1)=O. (5) Given the product [Cl:1][C:2]1[C:7]([Cl:8])=[C:6]([C:9]2[S:13][C:12]([C:14]3[O:15][C:18]([CH2:19][C:20]([OH:23])([CH3:21])[CH3:22])=[N:17][N:16]=3)=[N:11][C:10]=2[C:25]([N:27]2[CH2:32][CH2:31][CH:30]([F:33])[CH2:29][CH2:28]2)=[O:26])[CH:5]=[CH:4][C:3]=1[S:34]([NH:37][C@@H:38]([CH2:43][CH3:44])[C:39]([F:40])([F:41])[F:42])(=[O:35])=[O:36], predict the reactants needed to synthesize it. The reactants are: [Cl:1][C:2]1[C:7]([Cl:8])=[C:6]([C:9]2[S:13][C:12]([C:14]([NH:16][NH:17][C:18](=O)[CH2:19][C:20]([OH:23])([CH3:22])[CH3:21])=[O:15])=[N:11][C:10]=2[C:25]([N:27]2[CH2:32][CH2:31][CH:30]([F:33])[CH2:29][CH2:28]2)=[O:26])[CH:5]=[CH:4][C:3]=1[S:34]([NH:37][C@@H:38]([CH2:43][CH3:44])[C:39]([F:42])([F:41])[F:40])(=[O:36])=[O:35].CC1C=CC(S(Cl)(=O)=O)=CC=1.O. (6) Given the product [Cl:24][C:2]1[N:10]([CH2:11][C:12]([O:14][CH2:15][CH3:16])=[O:13])[C:5]2=[N:6][CH:7]=[CH:8][CH:9]=[C:4]2[N:3]=1, predict the reactants needed to synthesize it. The reactants are: O=[C:2]1[N:10]([CH2:11][C:12]([O:14][CH2:15][CH3:16])=[O:13])[C:5]2=[N:6][CH:7]=[CH:8][CH:9]=[C:4]2[NH:3]1.C(=O)(O)[O-].[Na+].P(Cl)(Cl)([Cl:24])=O.